This data is from Catalyst prediction with 721,799 reactions and 888 catalyst types from USPTO. The task is: Predict which catalyst facilitates the given reaction. (1) Reactant: C(N(CC)CC)C.Cl[C:9](Cl)([O:11]C(=O)OC(Cl)(Cl)Cl)Cl.[CH3:20][C:21]1[CH:30]=[CH:29][C:28]2[C:23](=[CH:24][CH:25]=[CH:26][C:27]=2[N:31]2[CH2:36][CH2:35][N:34]([CH2:37][CH2:38][C:39]3[CH:40]=[C:41]([CH:43]=[CH:44][CH:45]=3)[NH2:42])[CH2:33][CH2:32]2)[N:22]=1.C(N(C(C)C)CC)(C)C.[Cl:55][C:56]1[CH:57]=[CH:58][C:59]2[O:63][C:62]([NH2:64])=[N:61][C:60]=2[CH:65]=1. Product: [Cl:55][C:56]1[CH:57]=[CH:58][C:59]2[O:63][C:62]([NH:64][C:9]([NH:42][C:41]3[CH:43]=[CH:44][CH:45]=[C:39]([CH2:38][CH2:37][N:34]4[CH2:33][CH2:32][N:31]([C:27]5[CH:26]=[CH:25][CH:24]=[C:23]6[C:28]=5[CH:29]=[CH:30][C:21]([CH3:20])=[N:22]6)[CH2:36][CH2:35]4)[CH:40]=3)=[O:11])=[N:61][C:60]=2[CH:65]=1. The catalyst class is: 545. (2) The catalyst class is: 5. Reactant: [CH3:1][C:2]1[CH:3]=[C:4]([C:8]2[C:13]3[S:14][C:15]([C:17]([O:19]C)=[O:18])=[CH:16][C:12]=3[CH:11]=[CH:10][CH:9]=2)[CH:5]=[CH:6][CH:7]=1.O.[OH-].[Li+].O. Product: [CH3:1][C:2]1[CH:3]=[C:4]([C:8]2[C:13]3[S:14][C:15]([C:17]([OH:19])=[O:18])=[CH:16][C:12]=3[CH:11]=[CH:10][CH:9]=2)[CH:5]=[CH:6][CH:7]=1. (3) Reactant: [CH3:1][O:2][C:3]1[C:12]([C:13]([O:15]CC)=[O:14])=[C:11]([O:18][CH3:19])[C:10]2[C:5](=[CH:6][CH:7]=[CH:8][CH:9]=2)[N:4]=1.Cl. Product: [CH3:1][O:2][C:3]1[C:12]([C:13]([OH:15])=[O:14])=[C:11]([O:18][CH3:19])[C:10]2[C:5](=[CH:6][CH:7]=[CH:8][CH:9]=2)[N:4]=1. The catalyst class is: 74.